Dataset: Catalyst prediction with 721,799 reactions and 888 catalyst types from USPTO. Task: Predict which catalyst facilitates the given reaction. Reactant: C(O[BH-](OC(=O)C)OC(=O)C)(=O)C.[Na+].[F:15][C:16]1[CH:17]=[C:18]([CH:24]=[C:25]([S:27]([CH3:30])(=[O:29])=[O:28])[CH:26]=1)[O:19][CH2:20][C:21](=O)[CH3:22].[CH2:31]([NH2:34])[CH2:32][CH3:33].C(O)(=O)C. Product: [F:15][C:16]1[CH:17]=[C:18]([CH:24]=[C:25]([S:27]([CH3:30])(=[O:29])=[O:28])[CH:26]=1)[O:19][CH2:20][CH:21]([NH:34][CH2:31][CH2:32][CH3:33])[CH3:22]. The catalyst class is: 26.